Dataset: Full USPTO retrosynthesis dataset with 1.9M reactions from patents (1976-2016). Task: Predict the reactants needed to synthesize the given product. Given the product [CH3:1][O:2][C:3]1[CH:4]=[CH:5][C:6]([CH:9]([C:14]2[CH:19]=[CH:18][CH:17]=[CH:16][CH:15]=2)[CH2:10][NH2:11])=[CH:7][CH:8]=1, predict the reactants needed to synthesize it. The reactants are: [CH3:1][O:2][C:3]1[CH:8]=[CH:7][C:6]([CH:9]([C:14]2[CH:19]=[CH:18][CH:17]=[CH:16][CH:15]=2)[CH2:10][N+:11]([O-])=O)=[CH:5][CH:4]=1.